Dataset: Reaction yield outcomes from USPTO patents with 853,638 reactions. Task: Predict the reaction yield, written as a fraction of the theoretical maximum amount of product (1.0 means a 100% yield; for example, 0.34 means a 34% yield). (1) The reactants are Cl[C:2]1[N:6]([CH2:7][CH2:8][O:9][CH2:10][C:11]2[CH:16]=[CH:15][C:14]([O:17][CH3:18])=[CH:13][CH:12]=2)[C:5]2[C:19]([CH:24]([CH2:27][CH3:28])[CH2:25][CH3:26])=[CH:20][CH:21]=[C:22]([Cl:23])[C:4]=2[N:3]=1.[Cl:29][C:30]1[CH:35]=[C:34]([O:36][C:37]([F:40])([F:39])[F:38])[CH:33]=[C:32]([Cl:41])[C:31]=1[OH:42].C(=O)([O-])[O-].[K+].[K+]. The catalyst is CN(C)C=O. The product is [Cl:23][C:22]1[C:4]2[N:3]=[C:2]([O:42][C:31]3[C:32]([Cl:41])=[CH:33][C:34]([O:36][C:37]([F:40])([F:38])[F:39])=[CH:35][C:30]=3[Cl:29])[N:6]([CH2:7][CH2:8][O:9][CH2:10][C:11]3[CH:16]=[CH:15][C:14]([O:17][CH3:18])=[CH:13][CH:12]=3)[C:5]=2[C:19]([CH:24]([CH2:27][CH3:28])[CH2:25][CH3:26])=[CH:20][CH:21]=1. The yield is 0.190. (2) The reactants are [C:1]([C:3]1[CH:4]=[C:5]([NH:9][C:10]2[C:11]3[CH:19]=[C:18]([NH:20]CC4C=CC(OC)=CC=4)[N:17]=[CH:16][C:12]=3[N:13]=[CH:14][N:15]=2)[CH:6]=[CH:7][CH:8]=1)#[CH:2].FC(F)(F)C(O)=O.C1(OC)C=CC=CC=1. The catalyst is C(Cl)Cl. The product is [C:1]([C:3]1[CH:4]=[C:5]([NH:9][C:10]2[C:11]3[CH:19]=[C:18]([NH2:20])[N:17]=[CH:16][C:12]=3[N:13]=[CH:14][N:15]=2)[CH:6]=[CH:7][CH:8]=1)#[CH:2]. The yield is 0.980. (3) The reactants are O[CH2:2][C:3]1([CH3:10])[CH2:7][N:6]([CH3:8])[C:5](=[O:9])[NH:4]1.N1C=CC=CC=1.S(Cl)([Cl:19])=O. The catalyst is ClCCCl. The product is [Cl:19][CH2:2][C:3]1([CH3:10])[CH2:7][N:6]([CH3:8])[C:5](=[O:9])[NH:4]1. The yield is 0.250. (4) The reactants are C(Cl)CCl.[NH2:5][C:6]1[N:11]=[CH:10][C:9](/[CH:12]=[CH:13]/[C:14]([OH:16])=O)=[CH:8][CH:7]=1.[CH:17]([N:20]1[C:28]2[C:23](=[CH:24][CH:25]=[CH:26][CH:27]=2)[C:22]([CH2:29][NH:30][CH3:31])=[CH:21]1)([CH3:19])[CH3:18].C1C=CC2N(O)N=NC=2C=1.O.C(N(C(C)C)CC)(C)C. The catalyst is CN(C=O)C. The product is [NH2:5][C:6]1[N:11]=[CH:10][C:9](/[CH:12]=[CH:13]/[C:14]([N:30]([CH2:29][C:22]2[C:23]3[C:28](=[CH:27][CH:26]=[CH:25][CH:24]=3)[N:20]([CH:17]([CH3:19])[CH3:18])[CH:21]=2)[CH3:31])=[O:16])=[CH:8][CH:7]=1. The yield is 0.580. (5) The reactants are [CH2:1]([O:8][C:9]([NH:11][CH2:12][CH2:13][CH2:14][CH2:15][C:16]1[CH:26]=[CH:25][C:19]([O:20][CH2:21][C:22]([OH:24])=O)=[CH:18][CH:17]=1)=[O:10])[C:2]1[CH:7]=[CH:6][CH:5]=[CH:4][CH:3]=1.[NH2:27][C:28]1[CH:33]=[CH:32][CH:31]=[CH:30][CH:29]=1.CCN=C=NCCCN(C)C.Cl. The catalyst is CN(C1C=CN=CC=1)C.C(Cl)Cl. The product is [CH2:1]([O:8][C:9](=[O:10])[NH:11][CH2:12][CH2:13][CH2:14][CH2:15][C:16]1[CH:17]=[CH:18][C:19]([O:20][CH2:21][C:22](=[O:24])[NH:27][C:28]2[CH:33]=[CH:32][CH:31]=[CH:30][CH:29]=2)=[CH:25][CH:26]=1)[C:2]1[CH:3]=[CH:4][CH:5]=[CH:6][CH:7]=1. The yield is 0.990. (6) The reactants are [NH2:1][CH:2]1[CH2:10][CH2:9][C:8]2[N:7]([C:11]3[S:12][C:13]([C:17]([O:19][CH2:20][CH3:21])=[O:18])=[C:14]([CH3:16])[N:15]=3)[N:6]=[CH:5][C:4]=2[CH2:3]1.[Cl:22][C:23]1[N:24]=[C:25]([C:30](O)=[O:31])[NH:26][C:27]=1[CH2:28][CH3:29].CCN=C=NCCCN(C)C.Cl.ON1C2C=CC=CC=2N=N1.CN1CCOCC1. No catalyst specified. The product is [Cl:22][C:23]1[N:24]=[C:25]([C:30]([NH:1][CH:2]2[CH2:10][CH2:9][C:8]3[N:7]([C:11]4[S:12][C:13]([C:17]([O:19][CH2:20][CH3:21])=[O:18])=[C:14]([CH3:16])[N:15]=4)[N:6]=[CH:5][C:4]=3[CH2:3]2)=[O:31])[NH:26][C:27]=1[CH2:28][CH3:29]. The yield is 0.880.